From a dataset of Catalyst prediction with 721,799 reactions and 888 catalyst types from USPTO. Predict which catalyst facilitates the given reaction. (1) Reactant: [CH3:1][O:2][C:3]([C:5]1[S:9][C:8]([NH:10]C(OC(C)(C)C)=O)=[N:7][C:6]=1[C:18]1[CH:23]=[CH:22][C:21]([C:24](=[O:29])[NH:25][CH:26]2[CH2:28][CH2:27]2)=[CH:20][CH:19]=1)=[O:4].C(O)(C(F)(F)F)=O. Product: [CH3:1][O:2][C:3]([C:5]1[S:9][C:8]([NH2:10])=[N:7][C:6]=1[C:18]1[CH:19]=[CH:20][C:21]([C:24](=[O:29])[NH:25][CH:26]2[CH2:28][CH2:27]2)=[CH:22][CH:23]=1)=[O:4]. The catalyst class is: 4. (2) Reactant: [N+:1]([C:4]1[N:5]=[C:6]([C:9]([O:11][CH2:12][CH3:13])=[O:10])[NH:7][CH:8]=1)([O-:3])=[O:2].[Cl:14][C:15]1[CH:22]=[CH:21][CH:20]=[C:19]([Cl:23])[C:16]=1[CH2:17]Br.C(=O)([O-])[O-].[Cs+].[Cs+]. Product: [Cl:14][C:15]1[CH:22]=[CH:21][CH:20]=[C:19]([Cl:23])[C:16]=1[CH2:17][N:7]1[CH:8]=[C:4]([N+:1]([O-:3])=[O:2])[N:5]=[C:6]1[C:9]([O:11][CH2:12][CH3:13])=[O:10]. The catalyst class is: 3. (3) Product: [CH3:15][CH:12]([O:11][C:9]([NH:21][C:20]1[CH:19]=[CH:18][C:17]([CH2:16][C:24]2[CH:25]=[CH:26][C:27]([NH2:28])=[CH:29][CH:30]=2)=[CH:23][CH:22]=1)=[O:10])[CH3:14]. The catalyst class is: 31. Reactant: [C:9](O[C:9]([O:11][C:12]([CH3:15])([CH3:14])C)=[O:10])([O:11][C:12](C)([CH3:15])[CH3:14])=[O:10].[CH2:16]([C:24]1[CH:30]=[CH:29][C:27]([NH2:28])=[CH:26][CH:25]=1)[C:17]1[CH:23]=[CH:22][C:20]([NH2:21])=[CH:19][CH:18]=1.